Predict the reactants needed to synthesize the given product. From a dataset of Full USPTO retrosynthesis dataset with 1.9M reactions from patents (1976-2016). The reactants are: [C:1]([CH2:3][CH:4]([N:10]1[CH:14]=[C:13]([C:15]2[C:20]([O:21][CH3:22])=[CH:19][N:18]=[C:17]([NH:23][C:24]3[CH:32]=[CH:31][C:27]([C:28]([OH:30])=O)=[CH:26][CH:25]=3)[N:16]=2)[CH:12]=[N:11]1)[CH:5]1[CH2:9][CH2:8][CH2:7][CH2:6]1)#[N:2].[NH:33]1[CH2:38][CH2:37][O:36][CH2:35][CH2:34]1.F[P-](F)(F)(F)(F)F.N1(O[P+](N(C)C)(N(C)C)N(C)C)C2C=CC=CC=2N=N1.C(N(CC)C(C)C)(C)C. Given the product [CH:5]1([CH:4]([N:10]2[CH:14]=[C:13]([C:15]3[C:20]([O:21][CH3:22])=[CH:19][N:18]=[C:17]([NH:23][C:24]4[CH:32]=[CH:31][C:27]([C:28]([N:33]5[CH2:38][CH2:37][O:36][CH2:35][CH2:34]5)=[O:30])=[CH:26][CH:25]=4)[N:16]=3)[CH:12]=[N:11]2)[CH2:3][C:1]#[N:2])[CH2:6][CH2:7][CH2:8][CH2:9]1, predict the reactants needed to synthesize it.